This data is from Catalyst prediction with 721,799 reactions and 888 catalyst types from USPTO. The task is: Predict which catalyst facilitates the given reaction. Reactant: [NH2:1][CH2:2][CH:3]1[CH2:8][CH2:7][C:6]2[C:9]3[C:14]([NH:15][C:16]4[CH:17]=[C:18]5[C:22](=[CH:23][CH:24]=4)[NH:21][N:20]=[CH:19]5)=[N:13][CH:12]=[N:11][C:10]=3[S:25][C:5]=2[CH2:4]1.O1CCCC1.[C:31](Cl)(=[O:36])[O:32][CH:33]([CH3:35])[CH3:34].C(N(CC)CC)C. Product: [NH:21]1[C:22]2[C:18](=[CH:17][C:16]([NH:15][C:14]3[C:9]4[C:6]5[CH2:7][CH2:8][CH:3]([CH2:2][NH:1][C:31](=[O:36])[O:32][CH:33]([CH3:35])[CH3:34])[CH2:4][C:5]=5[S:25][C:10]=4[N:11]=[CH:12][N:13]=3)=[CH:24][CH:23]=2)[CH:19]=[N:20]1. The catalyst class is: 6.